The task is: Predict the reactants needed to synthesize the given product.. This data is from Full USPTO retrosynthesis dataset with 1.9M reactions from patents (1976-2016). (1) The reactants are: [F:1][C:2]1[CH:7]=[CH:6][C:5]([CH:8]=[C:9]([CH3:14])[C:10]([O:12]C)=[O:11])=[CH:4][C:3]=1[O:15][CH3:16].[OH-].[Na+].Cl. Given the product [F:1][C:2]1[CH:7]=[CH:6][C:5]([CH:8]=[C:9]([CH3:14])[C:10]([OH:12])=[O:11])=[CH:4][C:3]=1[O:15][CH3:16], predict the reactants needed to synthesize it. (2) Given the product [F:1][C:2]1[C:21]([F:22])=[CH:20][CH:19]=[CH:18][C:3]=1[CH2:4][N:5]1[C:9]2=[N:10][C:11]([CH3:17])=[C:12]([CH:15]=[O:16])[C:13]([I:14])=[C:8]2[CH:7]=[CH:6]1, predict the reactants needed to synthesize it. The reactants are: [F:1][C:2]1[C:21]([F:22])=[CH:20][CH:19]=[CH:18][C:3]=1[CH2:4][N:5]1[C:9]2=[N:10][C:11]([CH3:17])=[C:12]([CH2:15][OH:16])[C:13]([I:14])=[C:8]2[CH:7]=[CH:6]1.C1C=C[NH+]=CC=1.[O-][Cr](Cl)(=O)=O. (3) Given the product [CH2:21]([N:23]([CH2:26][C:27]1[CH:32]=[CH:31][C:30]([NH:33][C:17](=[O:19])[CH2:16][C:13]2[CH:14]=[CH:15][C:10]([N:3]3[C:4]4=[N:5][CH:6]=[CH:7][CH:8]=[C:9]4[N:1]=[CH:2]3)=[CH:11][C:12]=2[CH3:20])=[CH:29][C:28]=1[C:34]([F:35])([F:36])[F:37])[CH2:24][CH3:25])[CH3:22], predict the reactants needed to synthesize it. The reactants are: [N:1]1[C:9]2[C:4](=[N:5][CH:6]=[CH:7][CH:8]=2)[N:3]([C:10]2[CH:15]=[CH:14][C:13]([CH2:16][C:17]([OH:19])=O)=[C:12]([CH3:20])[CH:11]=2)[CH:2]=1.[CH2:21]([N:23]([CH2:26][C:27]1[CH:32]=[CH:31][C:30]([NH2:33])=[CH:29][C:28]=1[C:34]([F:37])([F:36])[F:35])[CH2:24][CH3:25])[CH3:22].